Predict the reactants needed to synthesize the given product. From a dataset of Full USPTO retrosynthesis dataset with 1.9M reactions from patents (1976-2016). (1) Given the product [CH3:13][N:7]1[C:8](=[O:12])[C:9]([CH3:11])=[CH:10][C:5]([C:3]([OH:4])=[O:2])=[CH:6]1, predict the reactants needed to synthesize it. The reactants are: C[O:2][C:3]([C:5]1[CH:10]=[C:9]([CH3:11])[C:8](=[O:12])[N:7]([CH3:13])[CH:6]=1)=[O:4].[OH-].[Na+]. (2) Given the product [CH3:25][N:13]1[CH2:12][C:11]2[CH:10]=[CH:9][C:8]([NH:36][C:35]3[CH:34]=[CH:33][C:32]([N:29]4[CH:30]=[N:31][C:27]([CH3:26])=[N:28]4)=[CH:38][CH:37]=3)=[N:18][C:17]=2[O:16][C@H:15]([C:19]2[CH:24]=[CH:23][CH:22]=[CH:21][CH:20]=2)[CH2:14]1, predict the reactants needed to synthesize it. The reactants are: COCCOC.Cl[C:8]1[CH:9]=[CH:10][C:11]2[CH2:12][N:13]([CH3:25])[CH2:14][C@@H:15]([C:19]3[CH:24]=[CH:23][CH:22]=[CH:21][CH:20]=3)[O:16][C:17]=2[N:18]=1.[CH3:26][C:27]1[N:31]=[CH:30][N:29]([C:32]2[CH:38]=[CH:37][C:35]([NH2:36])=[CH:34][CH:33]=2)[N:28]=1.C(=O)([O-])[O-].[Cs+].[Cs+]. (3) Given the product [N+:13]([C:16]1[CH:21]=[C:20]([N+:22]([O-:24])=[O:23])[CH:19]=[CH:18][C:17]=1[S:25]([N:28]([CH2:29][C:30]1[CH:39]=[CH:38][C:33]([C:34]([O:36][CH3:37])=[O:35])=[CH:32][CH:31]=1)[CH2:11][C:9]1[N:8]=[N:7][N:6]([CH2:5][Si:2]([CH3:1])([CH3:3])[CH3:4])[CH:10]=1)(=[O:26])=[O:27])([O-:15])=[O:14], predict the reactants needed to synthesize it. The reactants are: [CH3:1][Si:2]([CH2:5][N:6]1[CH:10]=[C:9]([CH2:11]O)[N:8]=[N:7]1)([CH3:4])[CH3:3].[N+:13]([C:16]1[CH:21]=[C:20]([N+:22]([O-:24])=[O:23])[CH:19]=[CH:18][C:17]=1[S:25]([NH:28][CH2:29][C:30]1[CH:39]=[CH:38][C:33]([C:34]([O:36][CH3:37])=[O:35])=[CH:32][CH:31]=1)(=[O:27])=[O:26])([O-:15])=[O:14].C1(P(C2C=CC=CC=2)C2C=CC=CC=2)C=CC=CC=1.CCOC(/N=N/C(OCC)=O)=O. (4) Given the product [CH2:14]([O:13][C:11]([CH2:10][CH2:9][C:2]1[C:27]([C:28]([O:30][C:31]2[CH:36]=[CH:35][CH:34]=[CH:33][CH:32]=2)=[O:29])=[C:26]([CH3:37])[NH:23][C:3]=1[C:4]([O:6][CH2:7][CH3:8])=[O:5])=[O:12])[CH3:15], predict the reactants needed to synthesize it. The reactants are: O=[C:2]([CH2:9][CH2:10][C:11]([O:13][CH2:14][CH3:15])=[O:12])[CH2:3][C:4]([O:6][CH2:7][CH3:8])=[O:5].Cl.CCCCCO[N:23]=O.O=[C:26]([CH3:37])[CH2:27][C:28]([O:30][C:31]1[CH:36]=[CH:35][CH:34]=[CH:33][CH:32]=1)=[O:29].